From a dataset of TCR-epitope binding with 47,182 pairs between 192 epitopes and 23,139 TCRs. Binary Classification. Given a T-cell receptor sequence (or CDR3 region) and an epitope sequence, predict whether binding occurs between them. Result: 0 (the TCR does not bind to the epitope). The TCR CDR3 sequence is CASSLKGNTEAFF. The epitope is AIMTRCLAV.